This data is from Forward reaction prediction with 1.9M reactions from USPTO patents (1976-2016). The task is: Predict the product of the given reaction. (1) The product is: [OH:11][C:8]1[CH:9]=[CH:10][C:5]([C:3]2[N:12]=[C:13]3[CH:18]=[CH:17][C:16]([N+:19]([O-:21])=[O:20])=[CH:15][N:14]3[CH:2]=2)=[CH:6][CH:7]=1. Given the reactants Br[CH2:2][C:3]([C:5]1[CH:10]=[CH:9][C:8]([OH:11])=[CH:7][CH:6]=1)=O.[NH2:12][C:13]1[CH:18]=[CH:17][C:16]([N+:19]([O-:21])=[O:20])=[CH:15][N:14]=1, predict the reaction product. (2) Given the reactants [N:1]1([CH2:7][CH2:8][NH:9][C:10]2[CH:15]=[CH:14][CH:13]=[C:12]([N+:16]([O-])=O)[CH:11]=2)[CH2:6][CH2:5][O:4][CH2:3][CH2:2]1, predict the reaction product. The product is: [N:1]1([CH2:7][CH2:8][NH:9][C:10]2[CH:15]=[CH:14][CH:13]=[C:12]([NH2:16])[CH:11]=2)[CH2:6][CH2:5][O:4][CH2:3][CH2:2]1. (3) Given the reactants [S:1]([N:11]1[C:15]2=[N:16][CH:17]=[C:18]([NH:20][NH:21][C:22]([C@@H:24]3[CH2:28][CH2:27][C@H:26]([NH:29][C:30](=[O:36])[O:31][C:32]([CH3:35])([CH3:34])[CH3:33])[CH2:25]3)=O)[N:19]=[C:14]2[CH:13]=[CH:12]1)([C:4]1[CH:10]=[CH:9][C:7]([CH3:8])=[CH:6][CH:5]=1)(=[O:3])=[O:2].C1(C(O)=O)CCCC1.O=S(Cl)Cl.CCOC(C)=O, predict the reaction product. The product is: [C:32]([O:31][C:30](=[O:36])[NH:29][C@H:26]1[CH2:27][CH2:28][C@@H:24]([C:22]2[N:19]3[C:14]4[CH:13]=[CH:12][N:11]([S:1]([C:4]5[CH:10]=[CH:9][C:7]([CH3:8])=[CH:6][CH:5]=5)(=[O:2])=[O:3])[C:15]=4[N:16]=[CH:17][C:18]3=[N:20][N:21]=2)[CH2:25]1)([CH3:34])([CH3:35])[CH3:33]. (4) Given the reactants [C:1]([O:4][CH2:5][CH2:6][CH:7]([OH:20])[CH2:8][N:9]1[C:13](=[O:14])[C:12]2=[CH:15][CH:16]=[CH:17][CH:18]=[C:11]2[C:10]1=[O:19])(=[O:3])[CH3:2].C[N+]1([O-])CCOCC1, predict the reaction product. The product is: [C:1]([O:4][CH2:5][CH2:6][C:7](=[O:20])[CH2:8][N:9]1[C:10](=[O:19])[C:11]2=[CH:18][CH:17]=[CH:16][CH:15]=[C:12]2[C:13]1=[O:14])(=[O:3])[CH3:2].